This data is from Catalyst prediction with 721,799 reactions and 888 catalyst types from USPTO. The task is: Predict which catalyst facilitates the given reaction. (1) Reactant: [F:1][C:2]1[CH:7]=[C:6]([S:8]([CH3:11])(=[O:10])=[O:9])[C:5]([F:12])=[CH:4][C:3]=1[NH:13][C@H:14]1[CH2:20][CH2:19][CH2:18][CH2:17][N:16]([CH:21]2[CH2:26][CH2:25][N:24]([C:27]#[N:28])[CH2:23][CH2:22]2)[C:15]1=[O:29].[NH2:30][OH:31]. Product: [F:1][C:2]1[CH:7]=[C:6]([S:8]([CH3:11])(=[O:10])=[O:9])[C:5]([F:12])=[CH:4][C:3]=1[NH:13][C@H:14]1[CH2:20][CH2:19][CH2:18][CH2:17][N:16]([CH:21]2[CH2:26][CH2:25][N:24]([C:27](=[N:30][OH:31])[NH2:28])[CH2:23][CH2:22]2)[C:15]1=[O:29]. The catalyst class is: 14. (2) Reactant: [CH:1]1([C:6]2[N:11]=[CH:10][N:9]=[C:8]([CH:12]3[CH2:16][CH2:15][CH2:14][CH:13]3[C:17]3[C:18]([NH:34]C(=O)C(C)(C)C)=[N:19][C:20]4[C:25]([CH:26]=3)=[CH:24][C:23]([C:27]3[CH:32]=[CH:31][CH:30]=[CH:29][C:28]=3[CH3:33])=[CH:22][CH:21]=4)[CH:7]=2)[CH2:5][CH2:4][CH2:3][CH2:2]1.[OH-].[Na+].Cl. Product: [CH:1]1([C:6]2[N:11]=[CH:10][N:9]=[C:8]([CH:12]3[CH2:16][CH2:15][CH2:14][CH:13]3[C:17]3[C:18]([NH2:34])=[N:19][C:20]4[C:25]([CH:26]=3)=[CH:24][C:23]([C:27]3[CH:32]=[CH:31][CH:30]=[CH:29][C:28]=3[CH3:33])=[CH:22][CH:21]=4)[CH:7]=2)[CH2:2][CH2:3][CH2:4][CH2:5]1. The catalyst class is: 5. (3) Reactant: [NH:1]([C:5]1[CH:15]=[CH:14][C:8]([C:9]([O:11][CH2:12][CH3:13])=[O:10])=[CH:7][CH:6]=1)[C:2]([NH2:4])=[S:3].Br[CH2:17][C:18]([C:20]1[CH:21]=[N:22][CH:23]=[CH:24][CH:25]=1)=O. Product: [N:22]1[CH:23]=[CH:24][CH:25]=[C:20]([C:18]2[N:4]=[C:2]([NH:1][C:5]3[CH:15]=[CH:14][C:8]([C:9]([O:11][CH2:12][CH3:13])=[O:10])=[CH:7][CH:6]=3)[S:3][CH:17]=2)[CH:21]=1. The catalyst class is: 6. (4) Reactant: [CH2:1]([O:5][C:6]1[CH:14]=[CH:13][C:9]([C:10]([OH:12])=[O:11])=[C:8]([CH3:15])[CH:7]=1)[CH2:2][CH2:3][CH3:4].[Li+].CC([N-]C(C)C)C.C(NC(C)C)(C)C.C([Li])CCC.[CH2:36]=[O:37]. Product: [CH2:1]([O:5][C:6]1[CH:14]=[CH:13][C:9]([C:10]([OH:12])=[O:11])=[C:8]([CH2:15][CH2:36][OH:37])[CH:7]=1)[CH2:2][CH2:3][CH3:4]. The catalyst class is: 20. (5) Reactant: [NH2:1][C:2]1[CH:7]=[CH:6][CH:5]=[CH:4][C:3]=1/[CH:8]=[CH:9]/[C:10]([O:12][CH3:13])=[O:11].[CH:14]1([CH:20]=O)[CH2:19][CH2:18][CH2:17][CH2:16][CH2:15]1.[BH3-]C#N.[Na+].C(=O)(O)[O-].[Na+]. Product: [CH:14]1([CH2:20][NH:1][C:2]2[CH:7]=[CH:6][CH:5]=[CH:4][C:3]=2/[CH:8]=[CH:9]/[C:10]([O:12][CH3:13])=[O:11])[CH2:19][CH2:18][CH2:17][CH2:16][CH2:15]1. The catalyst class is: 211. (6) Reactant: C[N:2]([CH:4]=[C:5]1[CH2:11][CH2:10][O:9][C:8]2[CH:12]=[C:13]([N:16]3[CH2:20][C@H:19]([CH2:21][NH:22][C:23](=[O:25])[CH3:24])[O:18][C:17]3=[O:26])[CH:14]=[CH:15][C:7]=2[C:6]1=O)C.[NH2:28]N. Product: [NH:28]1[C:6]2[C:7]3[CH:15]=[CH:14][C:13]([N:16]4[CH2:20][C@H:19]([CH2:21][NH:22][C:23](=[O:25])[CH3:24])[O:18][C:17]4=[O:26])=[CH:12][C:8]=3[O:9][CH2:10][CH2:11][C:5]=2[CH:4]=[N:2]1. The catalyst class is: 8. (7) Reactant: [Br:1][C:2]1[C:3]([O:19]COC)=[C:4]([CH3:18])[C:5]2[C:10]([CH:11]=1)=[C:9]([CH3:12])[C:8]([O:13]COC)=[C:7]([Br:17])[CH:6]=2.Cl.O. Product: [Br:1][C:2]1[C:3]([OH:19])=[C:4]([CH3:18])[C:5]2[C:10]([CH:11]=1)=[C:9]([CH3:12])[C:8]([OH:13])=[C:7]([Br:17])[CH:6]=2. The catalyst class is: 98. (8) Reactant: ClC(N(C)C)=C(C)C.[CH3:9][O:10][C:11]1[CH:12]=[C:13]([CH:17]=[CH:18][CH:19]=1)[C:14]([OH:16])=O.[NH2:20][C:21]1[N:25](C(OC(C)(C)C)=O)[N:24]=[C:23]([CH2:33][CH2:34][C:35]2[CH:40]=[C:39]([O:41][CH3:42])[CH:38]=[C:37]([O:43][CH3:44])[CH:36]=2)[CH:22]=1.N1C=CC=CC=1.C(O)(C(F)(F)F)=O. Product: [CH3:42][O:41][C:39]1[CH:40]=[C:35]([CH2:34][CH2:33][C:23]2[NH:24][N:25]=[C:21]([NH:20][C:14](=[O:16])[C:13]3[CH:17]=[CH:18][CH:19]=[C:11]([O:10][CH3:9])[CH:12]=3)[CH:22]=2)[CH:36]=[C:37]([O:43][CH3:44])[CH:38]=1. The catalyst class is: 2. (9) Reactant: N(C(OCC)=O)=NC(OCC)=O.[OH:13][C:14]1[C:15]([CH2:25][S:26]([C:29]2[CH:34]=[CH:33][CH:32]=[CH:31][CH:30]=2)(=[O:28])=[O:27])=[C:16]2[C:21](=[CH:22][CH:23]=1)[C:20](=[O:24])[CH2:19][CH2:18][CH2:17]2.[N:35]1([CH2:40][CH:41](O)[CH2:42][CH2:43][CH2:44][CH3:45])[CH:39]=[CH:38][N:37]=[CH:36]1.C1(P(C2C=CC=CC=2)C2C=CC=CC=2)C=CC=CC=1. Product: [N:35]1([CH2:40][CH:41]([O:13][C:14]2[C:15]([CH2:25][S:26]([C:29]3[CH:34]=[CH:33][CH:32]=[CH:31][CH:30]=3)(=[O:28])=[O:27])=[C:16]3[C:21](=[CH:22][CH:23]=2)[C:20](=[O:24])[CH2:19][CH2:18][CH2:17]3)[CH2:42][CH2:43][CH2:44][CH3:45])[CH:39]=[CH:38][N:37]=[CH:36]1. The catalyst class is: 7.